From a dataset of Full USPTO retrosynthesis dataset with 1.9M reactions from patents (1976-2016). Predict the reactants needed to synthesize the given product. (1) Given the product [OH:1][C:2]1[CH:7]=[CH:6][N:5]([C:8]2[S:9][C:10]([C:14]([NH:24][CH2:23][C:19]3[O:18][CH:22]=[CH:21][N:20]=3)=[O:16])=[C:11]([CH3:13])[N:12]=2)[C:4](=[O:17])[CH:3]=1, predict the reactants needed to synthesize it. The reactants are: [OH:1][C:2]1[CH:7]=[CH:6][N:5]([C:8]2[S:9][C:10]([C:14]([OH:16])=O)=[C:11]([CH3:13])[N:12]=2)[C:4](=[O:17])[CH:3]=1.[O:18]1[CH:22]=[CH:21][N:20]=[C:19]1[CH2:23][NH2:24]. (2) Given the product [F:1][C:2]1[CH:3]=[C:4]([CH:39]=[C:40]([F:42])[CH:41]=1)[CH2:5][N:6]1[C:10]([Br:43])=[CH:9][N:8]=[C:7]1[CH:11]([NH:31][C:32](=[O:38])[O:33][C:34]([CH3:35])([CH3:36])[CH3:37])[CH2:12][C:13]1[CH:21]=[C:20]([CH3:22])[C:19]2[C:15](=[CH:16][N:17]([CH2:23][O:24][CH2:25][CH2:26][Si:27]([CH3:28])([CH3:29])[CH3:30])[N:18]=2)[CH:14]=1, predict the reactants needed to synthesize it. The reactants are: [F:1][C:2]1[CH:3]=[C:4]([CH:39]=[C:40]([F:42])[CH:41]=1)[CH2:5][N:6]1[CH:10]=[CH:9][N:8]=[C:7]1[CH:11]([NH:31][C:32](=[O:38])[O:33][C:34]([CH3:37])([CH3:36])[CH3:35])[CH2:12][C:13]1[CH:21]=[C:20]([CH3:22])[C:19]2[C:15](=[CH:16][N:17]([CH2:23][O:24][CH2:25][CH2:26][Si:27]([CH3:30])([CH3:29])[CH3:28])[N:18]=2)[CH:14]=1.[Br:43]N1C(=O)CCC1=O. (3) Given the product [Br:1][C:2]1[CH:3]=[CH:4][C:5]2[CH:11]3[CH2:12][CH:9]([CH2:10]3)[N:8]3[C:13]([C:27]4[CH:26]=[N:25][N:24]([CH2:23][C:22]([OH:39])([CH3:38])[CH3:21])[CH:28]=4)=[C:14]([C:16]([NH2:18])=[O:17])[N:15]=[C:7]3[C:6]=2[CH:20]=1, predict the reactants needed to synthesize it. The reactants are: [Br:1][C:2]1[CH:3]=[CH:4][C:5]2[CH:11]3[CH2:12][CH:9]([CH2:10]3)[N:8]3[C:13](I)=[C:14]([C:16]([NH2:18])=[O:17])[N:15]=[C:7]3[C:6]=2[CH:20]=1.[CH3:21][C:22]([OH:39])([CH3:38])[CH2:23][N:24]1[CH:28]=[C:27](B2OC(C)(C)C(C)(C)O2)[CH:26]=[N:25]1. (4) Given the product [Br:45][CH2:2][CH2:3][CH2:4][CH2:5][CH2:6][C:7]1[C:13]2[CH:14]=[CH:15][C:16]([OH:18])=[CH:17][C:12]=2[CH2:11][CH2:10][CH2:9][C:8]=1[C:19]1[CH:20]=[N:21][CH:22]=[CH:23][CH:24]=1, predict the reactants needed to synthesize it. The reactants are: O[CH2:2][CH2:3][CH2:4][CH2:5][CH2:6][C:7]1[C:13]2[CH:14]=[CH:15][C:16]([OH:18])=[CH:17][C:12]=2[CH2:11][CH2:10][CH2:9][C:8]=1[C:19]1[CH:20]=[N:21][CH:22]=[CH:23][CH:24]=1.C1(P(C2C=CC=CC=2)C2C=CC=CC=2)C=CC=CC=1.C(Br)(Br)(Br)[Br:45].